Dataset: Full USPTO retrosynthesis dataset with 1.9M reactions from patents (1976-2016). Task: Predict the reactants needed to synthesize the given product. Given the product [Cl:1][C:2]1[CH:27]=[CH:26][C:5]([CH2:6][N:7]2[C:15]3[C:10](=[CH:11][C:12]([CH:16]=[C:17]4[S:21][C:20]([N:39]5[CH2:40][CH2:41][N:36]([CH2:35][CH2:34][O:33][CH3:32])[CH2:37][C@H:38]5[CH3:42])=[N:19][C:18]4=[O:25])=[CH:13][CH:14]=3)[CH:9]=[N:8]2)=[C:4]([C:28]([F:31])([F:29])[F:30])[CH:3]=1, predict the reactants needed to synthesize it. The reactants are: [Cl:1][C:2]1[CH:27]=[CH:26][C:5]([CH2:6][N:7]2[C:15]3[C:10](=[CH:11][C:12]([CH:16]=[C:17]4[S:21][C:20](SCC)=[N:19][C:18]4=[O:25])=[CH:13][CH:14]=3)[CH:9]=[N:8]2)=[C:4]([C:28]([F:31])([F:30])[F:29])[CH:3]=1.[CH3:32][O:33][CH2:34][CH2:35][N:36]1[CH2:41][CH2:40][NH:39][C@H:38]([CH3:42])[CH2:37]1.